From a dataset of Forward reaction prediction with 1.9M reactions from USPTO patents (1976-2016). Predict the product of the given reaction. Given the reactants [Br:1][C:2]1[C:3]([C:22]([O:24]CC)=[O:23])=[N:4][N:5]([C:14]2[CH:19]=[CH:18][C:17]([Cl:20])=[CH:16][C:15]=2[Cl:21])[C:6]=1[C:7]1[CH:12]=[CH:11][C:10]([Cl:13])=[CH:9][CH:8]=1.[OH-].[K+], predict the reaction product. The product is: [Br:1][C:2]1[C:3]([C:22]([OH:24])=[O:23])=[N:4][N:5]([C:14]2[CH:19]=[CH:18][C:17]([Cl:20])=[CH:16][C:15]=2[Cl:21])[C:6]=1[C:7]1[CH:12]=[CH:11][C:10]([Cl:13])=[CH:9][CH:8]=1.